The task is: Predict the reactants needed to synthesize the given product.. This data is from Full USPTO retrosynthesis dataset with 1.9M reactions from patents (1976-2016). Given the product [CH3:15][O:14][C:11]([C:9]1[S:8][C:6]2[N:7]=[C:2]([C:26]3[CH:25]=[N:24][C:23]([NH2:22])=[N:28][CH:27]=3)[N:3]=[C:4]([N:16]3[CH2:21][CH2:20][O:19][CH2:18][CH2:17]3)[C:5]=2[N:10]=1)([CH3:13])[CH3:12], predict the reactants needed to synthesize it. The reactants are: Cl[C:2]1[N:3]=[C:4]([N:16]2[CH2:21][CH2:20][O:19][CH2:18][CH2:17]2)[C:5]2[N:10]=[C:9]([C:11]([O:14][CH3:15])([CH3:13])[CH3:12])[S:8][C:6]=2[N:7]=1.[NH2:22][C:23]1[N:28]=[CH:27][C:26](B2OC(C)(C)C(C)(C)O2)=[CH:25][N:24]=1.